The task is: Predict the reactants needed to synthesize the given product.. This data is from Full USPTO retrosynthesis dataset with 1.9M reactions from patents (1976-2016). (1) Given the product [ClH:2].[Cl:2][C:3]1[CH:8]=[CH:7][CH:6]=[C:5]([S:9][CH:10]2[CH2:15][CH2:14][N:13]([CH2:21][CH2:22][C:23]3[CH:28]=[CH:27][C:26]([F:29])=[CH:25][CH:24]=3)[CH2:12][CH2:11]2)[N:4]=1, predict the reactants needed to synthesize it. The reactants are: Cl.[Cl:2][C:3]1[CH:8]=[CH:7][CH:6]=[C:5]([S:9][CH:10]2[CH2:15][CH2:14][NH:13][CH2:12][CH2:11]2)[N:4]=1.CS(O[CH2:21][CH2:22][C:23]1[CH:28]=[CH:27][C:26]([F:29])=[CH:25][CH:24]=1)(=O)=O.C([O-])(O)=O.[Na+]. (2) Given the product [CH2:15]([N:1]1[C:9]2[C:4](=[CH:5][CH:6]=[C:7]([C:10]([O:12][CH2:3][C:4]3[CH:9]=[CH:8][CH:7]=[CH:6][CH:5]=3)=[O:11])[CH:8]=2)[CH:3]=[CH:2]1)[C:16]1[CH:21]=[CH:20][CH:19]=[CH:18][CH:17]=1, predict the reactants needed to synthesize it. The reactants are: [NH:1]1[C:9]2[C:4](=[CH:5][CH:6]=[C:7]([C:10]([OH:12])=[O:11])[CH:8]=2)[CH:3]=[CH:2]1.[H-].[Na+].[CH2:15](Br)[C:16]1[CH:21]=[CH:20][CH:19]=[CH:18][CH:17]=1. (3) Given the product [CH3:5][O:6][C:7]1[CH:8]=[C:9]2[C:14](=[CH:15][CH:16]=1)[CH:13]=[C:12]([C:17]1[N:22]=[CH:21][C:20]([C:23]([O:25][CH3:26])=[O:24])=[CH:19][CH:18]=1)[CH:11]=[CH:10]2, predict the reactants needed to synthesize it. The reactants are: S(Cl)(Cl)=O.[CH3:5][O:6][C:7]1[CH:8]=[C:9]2[C:14](=[CH:15][CH:16]=1)[CH:13]=[C:12]([C:17]1[N:22]=[CH:21][C:20]([C:23]([OH:25])=[O:24])=[CH:19][CH:18]=1)[CH:11]=[CH:10]2.[CH3:26]O. (4) Given the product [CH3:31][C:22]1[CH:23]=[C:24]([C:25]([O:27][CH3:28])=[O:26])[CH:29]=[CH:30][C:21]=1[O:19][C:16]1[CH:17]=[CH:18][C:11]2[CH2:10][CH2:9][N:8]([C:6]([O:5][C:1]([CH3:4])([CH3:2])[CH3:3])=[O:7])[CH2:14][CH2:13][C:12]=2[CH:15]=1, predict the reactants needed to synthesize it. The reactants are: [C:1]([O:5][C:6]([N:8]1[CH2:14][CH2:13][C:12]2[CH:15]=[C:16]([OH:19])[CH:17]=[CH:18][C:11]=2[CH2:10][CH2:9]1)=[O:7])([CH3:4])([CH3:3])[CH3:2].Br[C:21]1[CH:30]=[CH:29][C:24]([C:25]([O:27][CH3:28])=[O:26])=[CH:23][C:22]=1[CH3:31].